From a dataset of B-cell epitopes from IEDB database with 3,159 antigens for binding position prediction. Token-level Classification. Given an antigen amino acid sequence, predict which amino acid positions are active epitope sites capable of antibody binding. Output is a list of indices for active positions. Given the antigen sequence: MRCTRAIRQTARTGWLTWLAILAVTAPVTSPAWADDPPATVYRYDSRPPEDVFQNGFTAWGNNDNVLDHLTGRSCQVGSSNSAFVSTSSSRRYTEVYLEHRMQEAVEAERAGRGTGHFIGYIYEVRADNNFYGAASSYFEYVDTYGDNAGRILAGALATYQSEYLAHRRIPPENIRRVTRVYHNGITGETTTTEYSNARYVSQQTRANPNPYTSRRSVASIVGTLVRMAPVIGACMARQAESSEAMAAWSERAGEAMVLVYYESIAYSF, which amino acid positions are active epitope sites? The epitope positions are: [74, 75, 76, 77, 78, 79, 80, 81, 82, 83]. The amino acids at these positions are: CQVGSSNSAF.